Predict which catalyst facilitates the given reaction. From a dataset of Catalyst prediction with 721,799 reactions and 888 catalyst types from USPTO. (1) Reactant: Br.[CH:2]([NH:5][C:6]1[S:7][CH:8]=[C:9]([C:11]([OH:13])=O)[N:10]=1)([CH3:4])[CH3:3].[NH2:14][C:15]1[CH:20]=[C:19]([O:21][CH3:22])[CH:18]=[CH:17][C:16]=1[C:23](=[O:25])[CH3:24].O=P(Cl)(Cl)Cl.C([O-])(O)=O.[Na+]. Product: [C:23]([C:16]1[CH:17]=[CH:18][C:19]([O:21][CH3:22])=[CH:20][C:15]=1[NH:14][C:11]([C:9]1[N:10]=[C:6]([NH:5][CH:2]([CH3:3])[CH3:4])[S:7][CH:8]=1)=[O:13])(=[O:25])[CH3:24]. The catalyst class is: 17. (2) Reactant: C1CCN2C(=NCCC2)CC1.[F:12][C:13]1[CH:14]=[C:15]([C@H:21](O)[CH3:22])[CH:16]=[C:17]([F:20])[C:18]=1[F:19].C1(P([N:38]=[N+:39]=[N-:40])(C2C=CC=CC=2)=O)C=CC=CC=1.O. Product: [N:38]([C@H:21]([C:15]1[CH:16]=[C:17]([F:20])[C:18]([F:19])=[C:13]([F:12])[CH:14]=1)[CH3:22])=[N+:39]=[N-:40]. The catalyst class is: 11. (3) Reactant: [CH2:1]([O:4][N:5]([C@H:18]1[CH2:23][N:22]([C:24]([O:26][C:27]([CH3:30])([CH3:29])[CH3:28])=[O:25])[C@H:21]([C:31]([OH:33])=O)[C:20]([CH3:34])=[CH:19]1)[S:6]([C:9]1[CH:14]=[CH:13][CH:12]=[CH:11][C:10]=1[N+:15]([O-:17])=[O:16])(=[O:8])=[O:7])[CH:2]=[CH2:3].Cl.N.C[N:38](C(ON1N=NC2C=CC=NC1=2)=[N+](C)C)C.F[P-](F)(F)(F)(F)F.C(N(C(C)C)C(C)C)C. Product: [CH2:1]([O:4][N:5]([C@H:18]1[CH2:23][N:22]([C:24]([O:26][C:27]([CH3:28])([CH3:30])[CH3:29])=[O:25])[C@H:21]([C:31](=[O:33])[NH2:38])[C:20]([CH3:34])=[CH:19]1)[S:6]([C:9]1[CH:14]=[CH:13][CH:12]=[CH:11][C:10]=1[N+:15]([O-:17])=[O:16])(=[O:8])=[O:7])[CH:2]=[CH2:3]. The catalyst class is: 39. (4) Reactant: [NH2:1][C:2]1[CH:13]=[CH:12][CH:11]=[CH:10][C:3]=1[C:4](N(C)OC)=[O:5].Br[C:15]1[CH:20]=[CH:19][C:18]([O:21][CH3:22])=[CH:17][CH:16]=1.[Li]CCCC. Product: [NH2:1][C:2]1[CH:13]=[CH:12][CH:11]=[CH:10][C:3]=1[C:4]([C:15]1[CH:20]=[CH:19][C:18]([O:21][CH3:22])=[CH:17][CH:16]=1)=[O:5]. The catalyst class is: 1.